This data is from Reaction yield outcomes from USPTO patents with 853,638 reactions. The task is: Predict the reaction yield, written as a fraction of the theoretical maximum amount of product (1.0 means a 100% yield; for example, 0.34 means a 34% yield). (1) The reactants are [NH2:1][C:2]1[CH:7]=[CH:6][C:5]([C:8]([CH3:12])([CH3:11])[C:9]#[N:10])=[C:4]([O:13][CH3:14])[CH:3]=1.[CH3:15][O:16][C:17]1[CH:18]=[C:19]([CH:23]=[CH:24][C:25]=1[O:26][CH3:27])[C:20](Cl)=[O:21].C(N(CC)CC)C. The catalyst is C(Cl)Cl. The product is [C:9]([C:8]([CH3:12])([CH3:11])[C:5]1[CH:6]=[CH:7][C:2]([NH:1][C:20](=[O:21])[C:19]2[CH:23]=[CH:24][C:25]([O:26][CH3:27])=[C:17]([O:16][CH3:15])[CH:18]=2)=[CH:3][C:4]=1[O:13][CH3:14])#[N:10]. The yield is 0.290. (2) The reactants are [CH3:1][NH:2][C:3]1[CH:10]=[CH:9][C:6]([O:7]C)=[CH:5][CH:4]=1.[BrH:11]. The catalyst is C(O)(=O)C. The product is [BrH:11].[CH3:1][NH:2][C:3]1[CH:10]=[CH:9][C:6]([OH:7])=[CH:5][CH:4]=1. The yield is 0.990. (3) The reactants are [NH2:1][C:2]1[C:3]2[N:4]([N:9]=[CH:10][C:11]=2[C:12]([O:14]C)=[O:13])[CH:5]=[C:6]([Br:8])[CH:7]=1.Cl. The catalyst is [OH-].[Na+]. The product is [NH2:1][C:2]1[C:3]2[N:4]([N:9]=[CH:10][C:11]=2[C:12]([OH:14])=[O:13])[CH:5]=[C:6]([Br:8])[CH:7]=1. The yield is 0.633. (4) The reactants are [F:1][C:2]1[N:7]=[CH:6][C:5]([OH:8])=[C:4]([I:9])[CH:3]=1.[O:10]=[C:11]1[C:19]2[C:14](=[CH:15][CH:16]=[CH:17][CH:18]=2)[C:13](=[O:20])[N:12]1[CH:21]([CH3:34])[CH2:22]OS(C1C=CC(C)=CC=1)(=O)=O.C(=O)([O-])[O-].[Cs+].[Cs+].O. The catalyst is CN(C=O)C. The product is [F:1][C:2]1[N:7]=[CH:6][C:5]([O:8][CH2:34][CH:21]([N:12]2[C:13](=[O:20])[C:14]3[C:19](=[CH:18][CH:17]=[CH:16][CH:15]=3)[C:11]2=[O:10])[CH3:22])=[C:4]([I:9])[CH:3]=1. The yield is 0.430. (5) The reactants are [CH2:1]([C:3]1[C:8](=[O:9])[NH:7][C:6]([CH3:10])=[C:5]([C:11]2[S:15][C:14]([S:16]([Cl:19])(=[O:18])=[O:17])=[CH:13][CH:12]=2)[CH:4]=1)[CH3:2].[NH:20]1[CH2:25][CH2:24][NH:23][CH2:22][CH2:21]1. No catalyst specified. The product is [ClH:19].[CH2:1]([C:3]1[C:8](=[O:9])[NH:7][C:6]([CH3:10])=[C:5]([C:11]2[S:15][C:14]([S:16]([N:20]3[CH2:25][CH2:24][NH:23][CH2:22][CH2:21]3)(=[O:18])=[O:17])=[CH:13][CH:12]=2)[CH:4]=1)[CH3:2]. The yield is 0.733. (6) The reactants are [NH2:1][C:2]1[N:6]([C:7]([CH3:10])([CH3:9])[CH3:8])[CH:5]=[C:4]([C:11]#[N:12])[CH:3]=1.[CH3:13][C:14](=O)[CH2:15][C:16](=O)[CH3:17].Cl. The catalyst is C(O)C. The product is [C:7]([N:6]1[C:2]2=[N:1][C:14]([CH3:13])=[CH:15][C:16]([CH3:17])=[C:3]2[C:4]([C:11]#[N:12])=[CH:5]1)([CH3:8])([CH3:9])[CH3:10]. The yield is 0.840. (7) The catalyst is CCO. The yield is 0.644. The reactants are [Cl:1][C:2]1[CH:3]=[C:4]([I:9])[C:5]([NH2:8])=[N:6][CH:7]=1.CO[CH:12](OC)[N:13](C)C.N1C=CC=CC=1.NOS(O)(=O)=O. The product is [Cl:1][C:2]1[CH:3]=[C:4]([I:9])[C:5]2[N:6]([N:13]=[CH:12][N:8]=2)[CH:7]=1. (8) The reactants are [OH-].[Na+].S(O)(O)(=O)=O.[NH2:8][C:9]1[C:14]([NH2:15])=[C:13]([NH2:16])[N:12]=[CH:11][N:10]=1.[OH:17][C:18]1[CH:23]=[CH:22][C:21]([C:24]([CH:26]=O)=O)=[CH:20][CH:19]=1. The catalyst is O.CO. The product is [NH2:8][C:9]1[C:14]2[C:13](=[N:16][C:24]([C:21]3[CH:22]=[CH:23][C:18]([OH:17])=[CH:19][CH:20]=3)=[CH:26][N:15]=2)[N:12]=[CH:11][N:10]=1. The yield is 1.00.